Dataset: Reaction yield outcomes from USPTO patents with 853,638 reactions. Task: Predict the reaction yield, written as a fraction of the theoretical maximum amount of product (1.0 means a 100% yield; for example, 0.34 means a 34% yield). (1) The reactants are [Cl:1][C:2]1[N:11]=[C:10]([N:12]2[CH2:16][CH2:15][C@H:14]([N:17]([CH2:25][CH2:26][CH2:27][CH2:28][CH3:29])C(=O)OC(C)(C)C)[CH2:13]2)[C:9]2[C:4](=[CH:5][CH:6]=[CH:7][CH:8]=2)[N:3]=1.[NH2:30][C:31]1[CH:32]=[C:33]([CH:36]=[C:37]([NH2:39])[CH:38]=1)[C:34]#[N:35]. No catalyst specified. The product is [ClH:1].[ClH:1].[NH2:30][C:31]1[CH:32]=[C:33]([CH:36]=[C:37]([NH:39][C:2]2[N:11]=[C:10]([N:12]3[CH2:16][CH2:15][C@H:14]([NH:17][CH2:25][CH2:26][CH2:27][CH2:28][CH3:29])[CH2:13]3)[C:9]3[C:4](=[CH:5][CH:6]=[CH:7][CH:8]=3)[N:3]=2)[CH:38]=1)[C:34]#[N:35]. The yield is 0.740. (2) The reactants are [C:1]([NH:5][S:6]([C:9]1[O:10][C:11]([C:14]2[N:19]=[C:18](S(C)=O)[C:17]([Cl:23])=[CH:16][N:15]=2)=[CH:12][CH:13]=1)(=[O:8])=[O:7])([CH3:4])([CH3:3])[CH3:2].[CH:24]1([C:27]2[NH:31][N:30]=[C:29]([NH2:32])[CH:28]=2)[CH2:26][CH2:25]1. The catalyst is C(O)CCC. The product is [C:1]([NH:5][S:6]([C:9]1[O:10][C:11]([C:14]2[N:19]=[C:18]([NH:32][C:29]3[CH:28]=[C:27]([CH:24]4[CH2:26][CH2:25]4)[NH:31][N:30]=3)[C:17]([Cl:23])=[CH:16][N:15]=2)=[CH:12][CH:13]=1)(=[O:8])=[O:7])([CH3:4])([CH3:3])[CH3:2]. The yield is 0.280.